Dataset: Full USPTO retrosynthesis dataset with 1.9M reactions from patents (1976-2016). Task: Predict the reactants needed to synthesize the given product. (1) Given the product [Cl:13][C:8]1[CH:9]=[CH:10][CH:11]=[C:12]2[C:7]=1[NH:6][C:5](=[O:14])[CH:4]=[C:3]2[CH2:2][N:15]1[C:19]2[CH:20]=[CH:21][CH:22]=[CH:23][C:18]=2[N:17]=[C:16]1[C:24]1[S:28][CH:27]=[N:26][C:25]=1[CH3:29], predict the reactants needed to synthesize it. The reactants are: Br[CH2:2][C:3]1[C:12]2[C:7](=[C:8]([Cl:13])[CH:9]=[CH:10][CH:11]=2)[NH:6][C:5](=[O:14])[CH:4]=1.[NH:15]1[C:19]2[CH:20]=[CH:21][CH:22]=[CH:23][C:18]=2[N:17]=[C:16]1[C:24]1[S:28][CH:27]=[N:26][C:25]=1[CH3:29]. (2) Given the product [NH2:30][C@H:25]1[CH2:26][C@@H:27]([CH3:29])[CH2:28][N:23]([C:22]2[CH:21]=[CH:20][N:19]=[CH:18][C:17]=2[NH:16][C:14]([C:11]2[N:10]=[C:9]3[N:5]([CH:1]4[CH2:4][CH2:3][CH2:2]4)[CH:6]=[CH:7][C:8]3=[CH:13][CH:12]=2)=[O:15])[CH2:24]1, predict the reactants needed to synthesize it. The reactants are: [CH:1]1([N:5]2[C:9]3=[N:10][C:11]([C:14]([NH:16][C:17]4[CH:18]=[N:19][CH:20]=[CH:21][C:22]=4[N:23]4[CH2:28][C@H:27]([CH3:29])[CH2:26][C@H:25]([NH:30]C(=O)OC(C)(C)C)[CH2:24]4)=[O:15])=[CH:12][CH:13]=[C:8]3[CH:7]=[CH:6]2)[CH2:4][CH2:3][CH2:2]1.Cl.O1CCOCC1.N. (3) Given the product [Br:1][C:2]1[CH:3]=[C:4]([CH:8]=[CH:9][CH:10]=1)[CH2:5][N:6]([CH3:7])[CH2:21][C:22]([C:24]1[CH:29]=[CH:28][C:27]([CH3:30])=[CH:26][CH:25]=1)=[O:23], predict the reactants needed to synthesize it. The reactants are: [Br:1][C:2]1[CH:3]=[C:4]([CH:8]=[CH:9][CH:10]=1)[CH2:5][NH:6][CH3:7].C(N(C(C)C)CC)(C)C.Br[CH2:21][C:22]([C:24]1[CH:29]=[CH:28][C:27]([CH3:30])=[CH:26][CH:25]=1)=[O:23]. (4) Given the product [CH3:49][O:48][C:45]1[N:44]=[CH:43][C:42]([C:38]2[CH:39]=[C:40]([NH:41][C:11](=[O:13])[CH2:10][CH2:9][CH2:8][N:2]3[CH2:3][CH2:4][CH2:5][CH2:6][CH2:7]3)[NH:36][N:37]=2)=[CH:47][CH:46]=1, predict the reactants needed to synthesize it. The reactants are: Cl.[N:2]1([CH2:8][CH2:9][CH2:10][C:11]([OH:13])=O)[CH2:7][CH2:6][CH2:5][CH2:4][CH2:3]1.C(N(C(C)C)C(C)C)C.C(Cl)(=O)C(Cl)=O.C(OC([N:36]1[C:40]([NH2:41])=[CH:39][C:38]([C:42]2[CH:43]=[N:44][C:45]([O:48][CH3:49])=[CH:46][CH:47]=2)=[N:37]1)=O)(C)(C)C.Cl. (5) Given the product [Cl:35][C:33]1[CH:34]=[C:29]([CH:9]([CH2:8][C:5]2[CH:6]=[CH:7][C:2]([Cl:1])=[C:3]([I:53])[CH:4]=2)[CH:10]([NH:12][C:13](=[O:28])[C:14]([O:17][C:18]2[CH:23]=[CH:22][C:21]([C:24]([F:27])([F:25])[F:26])=[CH:20][N:19]=2)([CH3:15])[CH3:16])[CH3:11])[CH:30]=[N:31][CH:32]=1, predict the reactants needed to synthesize it. The reactants are: [Cl:1][C:2]1[CH:7]=[CH:6][C:5]([CH2:8][CH:9]([C:29]2[CH:30]=[N:31][CH:32]=[C:33]([Cl:35])[CH:34]=2)[CH:10]([NH:12][C:13](=[O:28])[C:14]([O:17][C:18]2[CH:23]=[CH:22][C:21]([C:24]([F:27])([F:26])[F:25])=[CH:20][N:19]=2)([CH3:16])[CH3:15])[CH3:11])=[CH:4][CH:3]=1.[B-](F)(F)(F)F.C1C=CN=CC=1.C1C=CN=CC=1.[IH2+:53].OS(C(F)(F)F)(=O)=O.S(=O)(O)[O-].[Na+]. (6) Given the product [C:1]1([C@@H:7]2[CH2:13][C@@H:12]3[C@H:8]2[CH2:9][N:10]([C:21](=[O:24])[CH2:22][CH3:23])[CH2:11]3)[CH:2]=[CH:3][CH:4]=[CH:5][CH:6]=1, predict the reactants needed to synthesize it. The reactants are: [C:1]1([C@@H:7]2[CH2:13][C@@H:12]3[C@H:8]2[CH2:9][NH:10][CH2:11]3)[CH:6]=[CH:5][CH:4]=[CH:3][CH:2]=1.C(N(CC)CC)C.[C:21](O[C:21](=[O:24])[CH2:22][CH3:23])(=[O:24])[CH2:22][CH3:23].N. (7) Given the product [P:9]([O:19][C:46]([C:43]1[N:42]=[CH:41][C:40]([C:38]2[C:37]([F:50])=[C:36]([C@H:51]3[CH2:55][CH2:54][CH2:53][O:52]3)[C:34]3[NH:35][C:31]([NH:30][C:28]([NH:27][CH2:56][CH3:57])=[O:29])=[N:32][C:33]=3[CH:39]=2)=[CH:45][N:44]=1)([CH3:47])[CH3:48])([O:11][CH2:12][C:13]1[CH:14]=[CH:15][CH:16]=[CH:17][CH:18]=1)([O:8][CH2:1][C:2]1[CH:7]=[CH:6][CH:5]=[CH:4][CH:3]=1)=[O:10], predict the reactants needed to synthesize it. The reactants are: [CH2:1]([O:8][P:9]([OH:19])([O:11][CH2:12][C:13]1[CH:18]=[CH:17][CH:16]=[CH:15][CH:14]=1)=[O:10])[C:2]1[CH:7]=[CH:6][CH:5]=[CH:4][CH:3]=1.C([N:27]([CH2:56][CH3:57])[C:28]([NH:30][C:31]1[NH:35][C:34]2[C:36]([C@H:51]3[CH2:55][CH2:54][CH2:53][O:52]3)=[C:37]([F:50])[C:38]([C:40]3[CH:41]=[N:42][C:43]([C:46](O)([CH3:48])[CH3:47])=[N:44][CH:45]=3)=[CH:39][C:33]=2[N:32]=1)=[O:29])(OC(C)(C)C)=O.O.C(O)(C(F)(F)F)=O.CO.